Regression. Given two drug SMILES strings and cell line genomic features, predict the synergy score measuring deviation from expected non-interaction effect. From a dataset of NCI-60 drug combinations with 297,098 pairs across 59 cell lines. (1) Drug 1: CCC(=C(C1=CC=CC=C1)C2=CC=C(C=C2)OCCN(C)C)C3=CC=CC=C3.C(C(=O)O)C(CC(=O)O)(C(=O)O)O. Drug 2: C1=CC=C(C(=C1)C(C2=CC=C(C=C2)Cl)C(Cl)Cl)Cl. Cell line: UO-31. Synergy scores: CSS=6.03, Synergy_ZIP=-1.65, Synergy_Bliss=-0.234, Synergy_Loewe=-2.22, Synergy_HSA=-1.27. (2) Drug 1: CC1=C(C=C(C=C1)NC(=O)C2=CC=C(C=C2)CN3CCN(CC3)C)NC4=NC=CC(=N4)C5=CN=CC=C5. Drug 2: C1=CN(C=N1)CC(O)(P(=O)(O)O)P(=O)(O)O. Cell line: HCC-2998. Synergy scores: CSS=-4.39, Synergy_ZIP=5.19, Synergy_Bliss=3.33, Synergy_Loewe=-5.14, Synergy_HSA=-5.94. (3) Drug 1: C1C(C(OC1N2C=NC3=C(N=C(N=C32)Cl)N)CO)O. Drug 2: CCCCC(=O)OCC(=O)C1(CC(C2=C(C1)C(=C3C(=C2O)C(=O)C4=C(C3=O)C=CC=C4OC)O)OC5CC(C(C(O5)C)O)NC(=O)C(F)(F)F)O. Cell line: NCI-H522. Synergy scores: CSS=56.7, Synergy_ZIP=-2.54, Synergy_Bliss=1.78, Synergy_Loewe=-1.37, Synergy_HSA=2.04. (4) Drug 1: CCC1(CC2CC(C3=C(CCN(C2)C1)C4=CC=CC=C4N3)(C5=C(C=C6C(=C5)C78CCN9C7C(C=CC9)(C(C(C8N6C)(C(=O)OC)O)OC(=O)C)CC)OC)C(=O)OC)O.OS(=O)(=O)O. Drug 2: B(C(CC(C)C)NC(=O)C(CC1=CC=CC=C1)NC(=O)C2=NC=CN=C2)(O)O. Cell line: RPMI-8226. Synergy scores: CSS=21.3, Synergy_ZIP=-2.83, Synergy_Bliss=-5.80, Synergy_Loewe=-18.2, Synergy_HSA=-9.59. (5) Drug 1: COC1=CC(=CC(=C1O)OC)C2C3C(COC3=O)C(C4=CC5=C(C=C24)OCO5)OC6C(C(C7C(O6)COC(O7)C8=CC=CS8)O)O. Drug 2: C(CCl)NC(=O)N(CCCl)N=O. Cell line: ACHN. Synergy scores: CSS=60.5, Synergy_ZIP=-0.0699, Synergy_Bliss=0.703, Synergy_Loewe=-47.6, Synergy_HSA=-0.200. (6) Drug 1: CC1=C(C(CCC1)(C)C)C=CC(=CC=CC(=CC(=O)O)C)C. Drug 2: CC1CCCC2(C(O2)CC(NC(=O)CC(C(C(=O)C(C1O)C)(C)C)O)C(=CC3=CSC(=N3)C)C)C. Cell line: SW-620. Synergy scores: CSS=52.2, Synergy_ZIP=6.12, Synergy_Bliss=4.18, Synergy_Loewe=-27.2, Synergy_HSA=3.56. (7) Drug 1: CS(=O)(=O)CCNCC1=CC=C(O1)C2=CC3=C(C=C2)N=CN=C3NC4=CC(=C(C=C4)OCC5=CC(=CC=C5)F)Cl. Drug 2: CC12CCC3C(C1CCC2OP(=O)(O)O)CCC4=C3C=CC(=C4)OC(=O)N(CCCl)CCCl.[Na+]. Cell line: NCI-H226. Synergy scores: CSS=-1.82, Synergy_ZIP=1.45, Synergy_Bliss=4.56, Synergy_Loewe=-0.0158, Synergy_HSA=1.01. (8) Drug 1: CC1=C(C=C(C=C1)NC2=NC=CC(=N2)N(C)C3=CC4=NN(C(=C4C=C3)C)C)S(=O)(=O)N.Cl. Drug 2: C1CC(C1)(C(=O)O)C(=O)O.[NH2-].[NH2-].[Pt+2]. Cell line: MDA-MB-435. Synergy scores: CSS=8.17, Synergy_ZIP=1.85, Synergy_Bliss=11.2, Synergy_Loewe=6.84, Synergy_HSA=7.03. (9) Cell line: UACC62. Drug 2: CC1C(C(CC(O1)OC2CC(OC(C2O)C)OC3=CC4=CC5=C(C(=O)C(C(C5)C(C(=O)C(C(C)O)O)OC)OC6CC(C(C(O6)C)O)OC7CC(C(C(O7)C)O)OC8CC(C(C(O8)C)O)(C)O)C(=C4C(=C3C)O)O)O)O. Synergy scores: CSS=52.4, Synergy_ZIP=21.8, Synergy_Bliss=20.3, Synergy_Loewe=19.5, Synergy_HSA=21.1. Drug 1: CCCS(=O)(=O)NC1=C(C(=C(C=C1)F)C(=O)C2=CNC3=C2C=C(C=N3)C4=CC=C(C=C4)Cl)F. (10) Drug 1: C1CCC(CC1)NC(=O)N(CCCl)N=O. Drug 2: C1CN(CCN1C(=O)CCBr)C(=O)CCBr. Cell line: CAKI-1. Synergy scores: CSS=50.0, Synergy_ZIP=-12.2, Synergy_Bliss=-3.69, Synergy_Loewe=-0.257, Synergy_HSA=2.43.